From a dataset of Retrosynthesis with 50K atom-mapped reactions and 10 reaction types from USPTO. Predict the reactants needed to synthesize the given product. Given the product CSCc1ccc2ncn(-c3cc(O[C@H](C)c4ccccc4C(F)(F)F)c(C(N)=O)s3)c2c1, predict the reactants needed to synthesize it. The reactants are: COC(=O)c1sc(-n2cnc3ccc(CSC)cc32)cc1O[C@H](C)c1ccccc1C(F)(F)F.N.